From a dataset of HIV replication inhibition screening data with 41,000+ compounds from the AIDS Antiviral Screen. Binary Classification. Given a drug SMILES string, predict its activity (active/inactive) in a high-throughput screening assay against a specified biological target. (1) The drug is Nc1ncnc2c1ncn2C1CCCCC1O. The result is 0 (inactive). (2) The drug is COP1(OC)=[S+][Fe-4]23([S+]=P(OC)(OC)[SH+]2)([S+]=P(OC)(OC)[SH+]3)[SH+]1. The result is 0 (inactive). (3) The molecule is C=C1C(=O)CC23CCCC12CC(O)C3. The result is 0 (inactive). (4) The result is 0 (inactive). The molecule is Oc1nc(Nc2ccc(F)c(Cl)c2)nc2[nH]cnc12.